Dataset: Reaction yield outcomes from USPTO patents with 853,638 reactions. Task: Predict the reaction yield, written as a fraction of the theoretical maximum amount of product (1.0 means a 100% yield; for example, 0.34 means a 34% yield). (1) The reactants are [N+:1]([C:4]1[CH:5]=[C:6]([CH:9]=[CH:10][CH:11]=1)[CH2:7][Cl:8])([O-:3])=[O:2].[C:12]1([P:18]([C:25]2[CH:30]=[CH:29][CH:28]=[CH:27][CH:26]=2)[C:19]2[CH:24]=[CH:23][CH:22]=[CH:21][CH:20]=2)[CH:17]=[CH:16][CH:15]=[CH:14][CH:13]=1. The catalyst is C1C=CC=CC=1. The product is [Cl-:8].[N+:1]([C:4]1[CH:5]=[C:6]([CH:9]=[CH:10][CH:11]=1)[CH2:7][P+:18]([C:19]1[CH:20]=[CH:21][CH:22]=[CH:23][CH:24]=1)([C:25]1[CH:30]=[CH:29][CH:28]=[CH:27][CH:26]=1)[C:12]1[CH:13]=[CH:14][CH:15]=[CH:16][CH:17]=1)([O-:3])=[O:2]. The yield is 0.650. (2) The reactants are [CH2:1]([C@:3]12[CH2:27][CH2:26][C@:25]([C:29]([F:32])([F:31])[F:30])([OH:28])[CH2:24][C@@H:4]1[CH2:5][CH2:6][CH2:7][C:8]1[C:9]2=[CH:10][C:11]2[CH:12]=[N:13][N:14]([C:17]3[CH:22]=[CH:21][C:20]([F:23])=[CH:19][CH:18]=3)[C:15]=2[CH:16]=1)[CH3:2].[H-].[Na+].Br[CH2:36][C:37]([O:39]CC1C=CC=CC=1)=[O:38].[OH-].[Li+]. The catalyst is C(O)(=O)C.O.C1COCC1. The product is [CH2:1]([C@:3]12[CH2:27][CH2:26][C@@:25]([O:28][CH2:36][C:37]([OH:39])=[O:38])([C:29]([F:32])([F:31])[F:30])[CH2:24][C@@H:4]1[CH2:5][CH2:6][CH2:7][C:8]1[C:9]2=[CH:10][C:11]2[CH:12]=[N:13][N:14]([C:17]3[CH:18]=[CH:19][C:20]([F:23])=[CH:21][CH:22]=3)[C:15]=2[CH:16]=1)[CH3:2]. The yield is 0.108.